From a dataset of Reaction yield outcomes from USPTO patents with 853,638 reactions. Predict the reaction yield, written as a fraction of the theoretical maximum amount of product (1.0 means a 100% yield; for example, 0.34 means a 34% yield). (1) The reactants are Br[C:2]1[CH:3]=[CH:4][C:5]([CH2:8][OH:9])=[N:6][CH:7]=1.[C-:10]#[N:11].[Na+]. The catalyst is C(C#N)C.C1C=CC([P]([Pd]([P](C2C=CC=CC=2)(C2C=CC=CC=2)C2C=CC=CC=2)([P](C2C=CC=CC=2)(C2C=CC=CC=2)C2C=CC=CC=2)[P](C2C=CC=CC=2)(C2C=CC=CC=2)C2C=CC=CC=2)(C2C=CC=CC=2)C2C=CC=CC=2)=CC=1.[Cu]I. The product is [C:10]([C:2]1[CH:3]=[CH:4][C:5]([CH2:8][OH:9])=[N:6][CH:7]=1)#[N:11]. The yield is 0.480. (2) The reactants are [C:1]12([CH2:11][OH:12])[CH2:10][CH:5]3[CH2:6][CH:7]([CH2:9][CH:3]([CH2:4]3)[CH2:2]1)[CH2:8]2.[CH3:13][S:14](Cl)(=[O:16])=[O:15].C(N(CC)CC)C. The catalyst is C(Cl)Cl. The product is [CH3:13][S:14]([O:12][CH2:11][C:1]12[CH2:8][CH:7]3[CH2:6][CH:5]([CH2:4][CH:3]([CH2:9]3)[CH2:2]1)[CH2:10]2)(=[O:16])=[O:15]. The yield is 0.960. (3) The reactants are CO[C:3](=[O:12])[C:4]1[CH:9]=[CH:8][CH:7]=[CH:6][C:5]=1[CH2:10]Br.[C:13]1([C:21]2[CH:26]=[CH:25][CH:24]=[CH:23][CH:22]=2)[CH:18]=[CH:17][C:16]([CH2:19][NH2:20])=[CH:15][CH:14]=1.C([O-])([O-])=O.[K+].[K+].C(OCC)(=O)C. The catalyst is C1(C)C=CC=CC=1.CCCCCC. The product is [C:13]1([C:21]2[CH:22]=[CH:23][CH:24]=[CH:25][CH:26]=2)[CH:14]=[CH:15][C:16]([CH2:19][N:20]2[CH2:10][C:5]3[C:4](=[CH:9][CH:8]=[CH:7][CH:6]=3)[C:3]2=[O:12])=[CH:17][CH:18]=1. The yield is 0.530.